From a dataset of CYP1A2 inhibition data for predicting drug metabolism from PubChem BioAssay. Regression/Classification. Given a drug SMILES string, predict its absorption, distribution, metabolism, or excretion properties. Task type varies by dataset: regression for continuous measurements (e.g., permeability, clearance, half-life) or binary classification for categorical outcomes (e.g., BBB penetration, CYP inhibition). Dataset: cyp1a2_veith. The compound is COc1ncc2nc(-c3cc(F)cc(F)c3)c(=O)n(CCC#N)c2n1. The result is 1 (inhibitor).